From a dataset of Full USPTO retrosynthesis dataset with 1.9M reactions from patents (1976-2016). Predict the reactants needed to synthesize the given product. (1) Given the product [CH3:14][O:15][C:16]1[CH:21]=[C:20]2[O:22][CH2:23][CH2:24][C:25]3([CH2:30][CH2:29][CH2:28][N:27]4[CH:31]=[N:32][CH:33]=[C:26]34)[C:19]2=[CH:18][CH:17]=1, predict the reactants needed to synthesize it. The reactants are: FC(F)(F)S(OO[Si](C)(C)C)(=O)=O.[CH3:14][O:15][C:16]1[CH:21]=[C:20]2[O:22][C:23](=O)[CH2:24][C:25]3([CH2:30][CH2:29][CH2:28][N:27]4[CH:31]=[N:32][CH:33]=[C:26]34)[C:19]2=[CH:18][CH:17]=1.C([SiH](CC)CC)C. (2) Given the product [C:32]1([CH2:31][CH2:30]/[CH:29]=[CH:28]/[CH2:27][CH2:19][C:20]([OH:22])=[O:21])[CH:37]=[CH:36][CH:35]=[CH:34][CH:33]=1, predict the reactants needed to synthesize it. The reactants are: C(=O)CCC1C=CC=CC=1.[Li].C(O[PH+]([CH2:19][C:20]([O:22]CC)=[O:21])OCC)C.[Br-].Br[CH2:27]/[CH:28]=[CH:29]/[CH2:30][CH2:31][C:32]1[CH:37]=[CH:36][CH:35]=[CH:34][CH:33]=1.C1(P(C2C=CC=CC=2)C2C=CC=CC=2)C=CC=CC=1.C(Br)(Br)(Br)Br.[Na].C(OCC)(=O)CC(OCC)=O. (3) Given the product [C:42]1([S:48]([N:63]2[C:64]3[C:65](=[CH:3][CH:8]=[CH:7][CH:6]=3)[C:67]([CH:29]=[CH:28][C:27]([NH:26][OH:25])=[O:55])=[CH:66]2)(=[O:50])=[O:49])[CH:47]=[CH:46][CH:45]=[CH:44][CH:43]=1, predict the reactants needed to synthesize it. The reactants are: NO[CH:3]1[CH2:8][CH2:7][CH2:6]CO1.C1CN([P+]([O:25][N:26]2N=N[C:28]3[CH:29]=CC=C[C:27]2=3)(N2CCCC2)N2CCCC2)CC1.F[P-](F)(F)(F)(F)F.[C:42]1([S:48](Cl)(=[O:50])=[O:49])[CH:47]=[CH:46][CH:45]=[CH:44][CH:43]=1.[OH-].[K+].C(O)(C(F)(F)F)=[O:55].CC[N:63]([CH2:66][CH3:67])[CH2:64][CH3:65]. (4) The reactants are: [CH3:1][S:2]([NH:5][C:6]1[CH:21]=[CH:20][C:9]2[NH:10][C:11]([CH2:16][C:17]([OH:19])=O)=[N:12][S:13](=[O:15])(=[O:14])[C:8]=2[CH:7]=1)(=[O:4])=[O:3].[CH2:22]([O:24][C:25]([CH:27]1[CH2:32][CH2:31][CH2:30][CH2:29][CH:28]1[NH:33][CH:34]1[CH2:39][CH2:38][CH2:37][CH2:36][CH2:35]1)=[O:26])[CH3:23].Cl.CN(C)CCCN=C=NCC.CN1CCOCC1.Cl. Given the product [CH2:22]([O:24][C:25]([CH:27]1[CH2:32][CH2:31][CH2:30][CH2:29][CH:28]1[N:33]([CH:34]1[CH2:39][CH2:38][CH2:37][CH2:36][CH2:35]1)[C:17](=[O:19])[CH2:16][C:11]1[NH:10][C:9]2[CH:20]=[CH:21][C:6]([NH:5][S:2]([CH3:1])(=[O:3])=[O:4])=[CH:7][C:8]=2[S:13](=[O:14])(=[O:15])[N:12]=1)=[O:26])[CH3:23], predict the reactants needed to synthesize it. (5) Given the product [CH3:54][N:55]1[CH2:60][CH2:59][N:58]([C:25]([C:24]2[CH:23]=[CH:22][C:21]([C:18]3[N:17]=[C:16]4[N:12]([CH2:11][C:7]5[CH:6]=[C:5]6[C:10](=[CH:9][CH:8]=5)[N:1]=[CH:2][CH:3]=[CH:4]6)[N:13]=[N:14][C:15]4=[CH:20][CH:19]=3)=[CH:29][CH:28]=2)=[O:27])[CH2:57][CH2:56]1, predict the reactants needed to synthesize it. The reactants are: [N:1]1[C:10]2[C:5](=[CH:6][C:7]([CH2:11][N:12]3[C:16]4=[N:17][C:18]([C:21]5[CH:29]=[CH:28][C:24]([C:25]([OH:27])=O)=[CH:23][CH:22]=5)=[CH:19][CH:20]=[C:15]4[N:14]=[N:13]3)=[CH:8][CH:9]=2)[CH:4]=[CH:3][CH:2]=1.CN(C=O)C.CCN=C=NCCCN(C)C.Cl.C(N(CC)CC)C.[CH3:54][N:55]1[CH2:60][CH2:59][NH:58][CH2:57][CH2:56]1.